From a dataset of Catalyst prediction with 721,799 reactions and 888 catalyst types from USPTO. Predict which catalyst facilitates the given reaction. Reactant: [Br:1][C:2]1[C:3]([CH3:15])=[CH:4][C:5]2[O:10][C:9]([CH3:12])([CH3:11])[C:8](=[O:13])[NH:7][C:6]=2[CH:14]=1.[OH-].[K+].[CH2:18](I)[CH3:19]. Product: [Br:1][C:2]1[C:3]([CH3:15])=[CH:4][C:5]2[O:10][C:9]([CH3:11])([CH3:12])[C:8](=[O:13])[N:7]([CH2:18][CH3:19])[C:6]=2[CH:14]=1. The catalyst class is: 16.